From a dataset of HIV replication inhibition screening data with 41,000+ compounds from the AIDS Antiviral Screen. Binary Classification. Given a drug SMILES string, predict its activity (active/inactive) in a high-throughput screening assay against a specified biological target. (1) The molecule is CSc1ncc2c(C#N)c3ccccn3c(=O)c2n1. The result is 0 (inactive). (2) The molecule is O=S(=O)(O)c1cccc(N=Nc2ccc(N=Nc3ccc(Nc4ccccc4)c4c(S(=O)(=O)O)cccc34)c3ccccc23)c1. The result is 1 (active). (3) The drug is COc1ccccc1NC(=O)C(CC(C(=O)Nc1ccccc1OC)C(C)=NNC(=O)c1ccccc1O)C(C)=NNC(=O)c1ccccc1O. The result is 0 (inactive). (4) The compound is O=C1[OH+][Ni-4]234([O+]=C(c5cccs5)C=[N+]2c2ccccc21)[O+]=C(c1cccs1)C=[N+]3c1ccccc1C(=O)[OH+]4. The result is 0 (inactive). (5) The compound is Ic1cc2c(cc1C1SCCCS1)OCO2. The result is 0 (inactive). (6) The compound is COc1cccc(C(Cl)=C(C=O)c2cccc(OC)c2)c1. The result is 0 (inactive). (7) The compound is COc1csc(C2CCC3C4CC=C5CC(O)CCC5(C)C4CCC23C)n1. The result is 0 (inactive).